From a dataset of Full USPTO retrosynthesis dataset with 1.9M reactions from patents (1976-2016). Predict the reactants needed to synthesize the given product. (1) Given the product [SH:16][C:2]1[C:11]2[C:6](=[CH:7][CH:8]=[C:9]([CH2:12][CH2:13][C:14]#[N:15])[CH:10]=2)[N:5]=[CH:4][CH:3]=1.[Cl:1][C:2]1[C:11]2[C:6](=[CH:7][CH:8]=[C:9]([CH2:12][CH2:13][C:14]#[N:15])[CH:10]=2)[N:5]=[CH:4][CH:3]=1, predict the reactants needed to synthesize it. The reactants are: [Cl:1][C:2]1[C:11]2[C:6](=[CH:7][CH:8]=[C:9]([CH2:12][CH2:13][C:14]#[N:15])[CH:10]=2)[N:5]=[CH:4][CH:3]=1.[S-2:16].[Na+].[Na+].CN(C)C=O.Cl. (2) Given the product [C:11]1([C:10]([C:18]2[CH:23]=[CH:22][CH:21]=[CH:20][CH:19]=2)([OH:17])[CH2:1][C:2]2[CH:7]=[CH:6][CH:5]=[CH:4][CH:3]=2)[CH:16]=[CH:15][CH:14]=[CH:13][CH:12]=1, predict the reactants needed to synthesize it. The reactants are: [CH2:1](Br)[C:2]1[CH:7]=[CH:6][CH:5]=[CH:4][CH:3]=1.[Mg].[C:10]([C:18]1[CH:23]=[CH:22][CH:21]=[CH:20][CH:19]=1)(=[O:17])[C:11]1[CH:16]=[CH:15][CH:14]=[CH:13][CH:12]=1. (3) Given the product [Br:10][C:11]1[CH:16]=[N:15][CH:14]=[C:13]([C:17]2([F:7])[CH2:22][CH2:21][O:20][CH2:19][CH2:18]2)[CH:12]=1, predict the reactants needed to synthesize it. The reactants are: C(N(S(F)(F)[F:7])CC)C.[Br:10][C:11]1[CH:12]=[C:13]([C:17]2(O)[CH2:22][CH2:21][O:20][CH2:19][CH2:18]2)[CH:14]=[N:15][CH:16]=1. (4) Given the product [F:22][C:21]1[C:20]([NH:23][C:24]2[CH:29]=[CH:28][C:27]([I:30])=[CH:26][C:25]=2[F:31])=[C:19]([NH:32][S:10]([C:8]([CH2:7][C@@H:5]2[CH2:4][O:3][C:2]([CH3:14])([CH3:1])[O:6]2)=[CH2:9])(=[O:12])=[O:11])[C:18]([O:33][CH3:34])=[CH:17][C:16]=1[F:15], predict the reactants needed to synthesize it. The reactants are: [CH3:1][C:2]1([CH3:14])[O:6][C@H:5]([CH2:7][C:8]([S:10](Cl)(=[O:12])=[O:11])=[CH2:9])[CH2:4][O:3]1.[F:15][C:16]1[C:21]([F:22])=[C:20]([NH:23][C:24]2[CH:29]=[CH:28][C:27]([I:30])=[CH:26][C:25]=2[F:31])[C:19]([NH2:32])=[C:18]([O:33][CH3:34])[CH:17]=1. (5) Given the product [Si:42]([O:30][CH2:29][C@H:22]1[O:21][C:20]([C:14]2[CH:15]=[CH:16][C:17]([CH2:18][CH3:19])=[C:12]([CH2:11][C:8]3[CH:9]=[CH:10][C:2]4[O:1][CH2:6][CH2:5][O:4][C:3]=4[CH:7]=3)[CH:13]=2)([O:31][CH3:32])[C@H:25]([OH:26])[C@@H:24]([OH:27])[C@@H:23]1[OH:28])([C:39]([CH3:41])([CH3:40])[CH3:38])([CH3:44])[CH3:43], predict the reactants needed to synthesize it. The reactants are: [O:1]1[CH2:6][CH2:5][O:4][C:3]2[CH:7]=[C:8]([CH2:11][C:12]3[CH:13]=[C:14]([C:20]4([O:31][CH3:32])[C@H:25]([OH:26])[C@@H:24]([OH:27])[C@H:23]([OH:28])[C@@H:22]([CH2:29][OH:30])[O:21]4)[CH:15]=[CH:16][C:17]=3[CH2:18][CH3:19])[CH:9]=[CH:10][C:2]1=2.N1C=CN=C1.[CH3:38][C:39]([Si:42](Cl)([CH3:44])[CH3:43])([CH3:41])[CH3:40].[Cl-].[NH4+]. (6) Given the product [F:43][C:42]([F:45])([F:44])[C:40]([OH:46])=[O:41].[NH:27]([C:24]1[CH:23]=[CH:22][C:21]([C:20]([O:19][C:15]2[CH:14]=[C:13]([C:10]3[CH2:9][C@:8]([CH2:7][C:6]([OH:39])=[O:5])([C:32]([OH:34])=[O:33])[O:12][N:11]=3)[CH:18]=[CH:17][CH:16]=2)=[O:31])=[CH:26][CH:25]=1)[C:28]([NH2:30])=[NH:29], predict the reactants needed to synthesize it. The reactants are: C([O:5][C:6](=[O:39])[CH2:7][C@@:8]1([C:32]([O:34]C(C)(C)C)=[O:33])[O:12][N:11]=[C:10]([C:13]2[CH:18]=[CH:17][CH:16]=[C:15]([O:19][C:20](=[O:31])[C:21]3[CH:26]=[CH:25][C:24]([NH:27][C:28]([NH2:30])=[NH:29])=[CH:23][CH:22]=3)[CH:14]=2)[CH2:9]1)(C)(C)C.[C:40]([OH:46])([C:42]([F:45])([F:44])[F:43])=[O:41]. (7) Given the product [CH2:1]([O:8][C:9]1[CH:14]=[CH:13][N:12]([C:17]2[S:18][C:19]([C:23]([O:25][CH2:26][CH3:27])=[O:24])=[C:20]([CH3:22])[N:21]=2)[C:11](=[O:15])[CH:10]=1)[C:2]1[CH:3]=[CH:4][CH:5]=[CH:6][CH:7]=1, predict the reactants needed to synthesize it. The reactants are: [CH2:1]([O:8][C:9]1[CH:14]=[CH:13][NH:12][C:11](=[O:15])[CH:10]=1)[C:2]1[CH:7]=[CH:6][CH:5]=[CH:4][CH:3]=1.Br[C:17]1[S:18][C:19]([C:23]([O:25][CH2:26][CH3:27])=[O:24])=[C:20]([CH3:22])[N:21]=1. (8) Given the product [CH3:10][C:2]1[CH:3]=[C:4]([CH:7]=[CH:8][N:9]=1)[C:5]#[N:6], predict the reactants needed to synthesize it. The reactants are: Cl[C:2]1[CH:3]=[C:4]([CH:7]=[CH:8][N:9]=1)[C:5]#[N:6].[CH3:10][Al](C)C.O1CCOCC1.